This data is from Full USPTO retrosynthesis dataset with 1.9M reactions from patents (1976-2016). The task is: Predict the reactants needed to synthesize the given product. (1) Given the product [Cl:1][C:2]1[CH:3]=[CH:4][C:5]2[N:6]([C:8]([CH2:12][OH:13])=[C:9]([CH3:11])[N:10]=2)[N:7]=1, predict the reactants needed to synthesize it. The reactants are: [Cl:1][C:2]1[CH:3]=[CH:4][C:5]2[N:6]([C:8]([CH:12]=[O:13])=[C:9]([CH3:11])[N:10]=2)[N:7]=1.[BH4-].[Na+]. (2) Given the product [CH:31]([NH:34][C:26]([N:17]1[CH2:16][CH2:15][C:12]2([C:11](=[O:20])[N:10]([C:7]3[CH:8]=[CH:9][C:4]([O:3][C:2]([F:1])([F:21])[F:22])=[CH:5][CH:6]=3)[CH2:14][CH2:13]2)[CH2:19][CH2:18]1)=[O:25])([CH3:33])[CH3:32], predict the reactants needed to synthesize it. The reactants are: [F:1][C:2]([F:22])([F:21])[O:3][C:4]1[CH:9]=[CH:8][C:7]([N:10]2[CH2:14][CH2:13][C:12]3([CH2:19][CH2:18][NH:17][CH2:16][CH2:15]3)[C:11]2=[O:20])=[CH:6][CH:5]=1.O=C(Cl)[O:25][C:26](Cl)(Cl)Cl.[CH:31]([NH2:34])([CH3:33])[CH3:32]. (3) The reactants are: [Cl:1][C:2]1[C:7]([N:8]2[CH2:13][CH2:12][N:11]3[CH2:14][CH2:15][N:16]([CH3:19])[C:17](=[O:18])[CH:10]3[CH2:9]2)=[CH:6][C:5]([C:20]#[N:21])=[CH:4][C:3]=1[NH:22]C(=O)OC(C)(C)C.C(O)(C(F)(F)F)=O. Given the product [NH2:22][C:3]1[CH:4]=[C:5]([CH:6]=[C:7]([N:8]2[CH2:13][CH2:12][N:11]3[CH2:14][CH2:15][N:16]([CH3:19])[C:17](=[O:18])[CH:10]3[CH2:9]2)[C:2]=1[Cl:1])[C:20]#[N:21], predict the reactants needed to synthesize it. (4) The reactants are: [F:1][C:2]1[CH:7]=CC=[CH:4][C:3]=1O.[H-].[Na+].[CH2:11]([O:13][C:14](=[O:22])[C:15]1[CH:20]=[CH:19][CH:18]=[N:17][C:16]=1Cl)[CH3:12].[CH3:23][C:24](N(C)C)=[O:25]. Given the product [CH2:11]([O:13][C:14](=[O:22])[C:15]1[CH:20]=[CH:19][CH:18]=[N:17][C:16]=1[O:25][C:24]1[CH:4]=[CH:3][C:2]([F:1])=[CH:7][CH:23]=1)[CH3:12], predict the reactants needed to synthesize it. (5) Given the product [Cl:10][C:11]1[CH:12]=[C:13]([NH:14][C:2]2[N:7]=[C:6]([NH:14][C:13]3[CH:15]=[CH:16][C:17]([O:18][CH3:19])=[C:11]([Cl:10])[CH:12]=3)[C:5]([F:9])=[CH:4][N:3]=2)[CH:15]=[CH:16][C:17]=1[O:18][CH3:19], predict the reactants needed to synthesize it. The reactants are: Cl[C:2]1[N:7]=[C:6](Cl)[C:5]([F:9])=[CH:4][N:3]=1.[Cl:10][C:11]1[CH:12]=[C:13]([CH:15]=[CH:16][C:17]=1[O:18][CH3:19])[NH2:14]. (6) Given the product [CH3:14][C:11]1[CH:10]=[C:9]2[C:8]([CH:7]=[CH:6][NH:3][C:4]2=[O:5])=[CH:13][CH:12]=1, predict the reactants needed to synthesize it. The reactants are: II.[N:3]([CH:6]=[CH:7][C:8]1[CH:13]=[CH:12][C:11]([CH3:14])=[CH:10][CH:9]=1)=[C:4]=[O:5]. (7) Given the product [NH2:11][C:12]1[C:17]([C:18]([F:19])([F:20])[F:21])=[CH:16][C:15]([CH2:22][C@H:23]([C:24]([N:26]2[C@H:30]([CH2:31][C:32]3[CH:33]=[CH:34][CH:35]=[CH:36][CH:37]=3)[CH2:29][O:28][C:27]2=[O:38])=[O:25])[CH2:41][C:42]([O:44][C:45]([CH3:48])([CH3:47])[CH3:46])=[O:43])=[CH:14][C:13]=1[Cl:39], predict the reactants needed to synthesize it. The reactants are: C[Si]([N-][Si](C)(C)C)(C)C.[Na+].[NH2:11][C:12]1[C:17]([C:18]([F:21])([F:20])[F:19])=[CH:16][C:15]([CH2:22][CH2:23][C:24]([N:26]2[C@H:30]([CH2:31][C:32]3[CH:37]=[CH:36][CH:35]=[CH:34][CH:33]=3)[CH2:29][O:28][C:27]2=[O:38])=[O:25])=[CH:14][C:13]=1[Cl:39].Br[CH2:41][C:42]([O:44][C:45]([CH3:48])([CH3:47])[CH3:46])=[O:43].[NH4+].[Cl-].